From a dataset of Full USPTO retrosynthesis dataset with 1.9M reactions from patents (1976-2016). Predict the reactants needed to synthesize the given product. (1) Given the product [ClH:23].[CH:1]12[CH2:8][CH2:7][CH:4]([CH2:5][CH2:6]1)[CH2:3][CH:2]2[C:9]([NH:11][C:12]1[S:13][C:14]([CH2:20][CH2:21][CH2:22][N:25]([CH3:24])[C:26]2[CH:31]=[CH:30][C:29]([CH3:32])=[CH:28][CH:27]=2)=[C:15]([CH3:19])[C:16]=1[C:17]#[N:18])=[O:10], predict the reactants needed to synthesize it. The reactants are: [CH:1]12[CH2:8][CH2:7][CH:4]([CH2:5][CH2:6]1)[CH2:3][CH:2]2[C:9]([NH:11][C:12]1[S:13][C:14]([CH2:20][CH2:21][CH2:22][Cl:23])=[C:15]([CH3:19])[C:16]=1[C:17]#[N:18])=[O:10].[CH3:24][NH:25][C:26]1[CH:31]=[CH:30][C:29]([CH3:32])=[CH:28][CH:27]=1.Cl. (2) Given the product [O:8]([C:5]1[CH:4]=[CH:3][C:2]([NH:1][C@H:16]([C:17]([OH:19])=[O:18])[CH3:20])=[CH:7][N:6]=1)[C:9]1[CH:14]=[CH:13][CH:12]=[CH:11][CH:10]=1, predict the reactants needed to synthesize it. The reactants are: [NH2:1][C:2]1[CH:3]=[CH:4][C:5]([O:8][C:9]2[CH:14]=[CH:13][CH:12]=[CH:11][CH:10]=2)=[N:6][CH:7]=1.Br[CH:16]([CH3:20])[C:17]([OH:19])=[O:18].